Regression. Given a peptide amino acid sequence and an MHC pseudo amino acid sequence, predict their binding affinity value. This is MHC class II binding data. From a dataset of Peptide-MHC class II binding affinity with 134,281 pairs from IEDB. (1) The peptide sequence is VSAISQTEVKEEGKE. The MHC is DRB5_0101 with pseudo-sequence DRB5_0101. The binding affinity (normalized) is 0. (2) The peptide sequence is RNVFDEVIPTAFKIG. The MHC is DRB5_0101 with pseudo-sequence DRB5_0101. The binding affinity (normalized) is 0.821. (3) The peptide sequence is EEPIAPYHFDLSGHA. The MHC is HLA-DQA10301-DQB10302 with pseudo-sequence HLA-DQA10301-DQB10302. The binding affinity (normalized) is 0.0376. (4) The peptide sequence is GGACGYKDVDKPPFS. The MHC is DRB1_0301 with pseudo-sequence DRB1_0301. The binding affinity (normalized) is 0.0888. (5) The peptide sequence is EAKITMLTNGQCQNI. The MHC is DRB1_0301 with pseudo-sequence DRB1_0301. The binding affinity (normalized) is 0. (6) The peptide sequence is MISVLGPISGHVLKA. The MHC is DRB1_0301 with pseudo-sequence DRB1_0301. The binding affinity (normalized) is 0.437.